From a dataset of hERG potassium channel inhibition data for cardiac toxicity prediction from Karim et al.. Regression/Classification. Given a drug SMILES string, predict its toxicity properties. Task type varies by dataset: regression for continuous values (e.g., LD50, hERG inhibition percentage) or binary classification for toxic/non-toxic outcomes (e.g., AMES mutagenicity, cardiotoxicity, hepatotoxicity). Dataset: herg_karim. (1) The molecule is C/C(=N\NC(=N)N)c1ccc2c(c1)Cc1cc(/C(C)=N/NC(=N)N)ccc1-2.Cl.Cl. The result is 1 (blocker). (2) The molecule is NC(=O)c1cccc(O[C@H]2C[C@@H]3CC[C@H](C2)N3CC(=O)Nc2ccccc2)c1. The result is 1 (blocker). (3) The result is 1 (blocker). The molecule is COc1ccc([C@H]2CN(CCc3ccc(OC)c(OC)c3)C[C@@H]2CCNC(=O)c2cccc(Cl)c2)cc1.